This data is from hERG potassium channel inhibition data for cardiac toxicity prediction from Karim et al.. The task is: Regression/Classification. Given a drug SMILES string, predict its toxicity properties. Task type varies by dataset: regression for continuous values (e.g., LD50, hERG inhibition percentage) or binary classification for toxic/non-toxic outcomes (e.g., AMES mutagenicity, cardiotoxicity, hepatotoxicity). Dataset: herg_karim. (1) The result is 0 (non-blocker). The compound is OCC[C@@]1(c2ccc(Cl)c(Cl)c2)CCCCNC1. (2) The drug is COc1cc(C[C@@H](CO)[C@H](CO)Cc2ccc(O)c(OC)c2)ccc1O. The result is 0 (non-blocker).